This data is from Forward reaction prediction with 1.9M reactions from USPTO patents (1976-2016). The task is: Predict the product of the given reaction. (1) Given the reactants [OH:1][C@@H:2]1[C@H:6]2[N:7]([C:10]([C:12]3([NH:17]C(=O)C4C=CC(N5CCN(C)CC5)=CC=4)[CH2:16][CH2:15][CH2:14][CH2:13]3)=[O:11])[CH2:8][CH2:9][C@H:5]2[O:4][CH2:3]1.[H][H], predict the reaction product. The product is: [NH2:17][C:12]1([C:10]([N:7]2[CH2:8][CH2:9][C@H:5]3[O:4][CH2:3][C@H:2]([OH:1])[C@@H:6]23)=[O:11])[CH2:16][CH2:15][CH2:14][CH2:13]1. (2) The product is: [NH2:1][C:2]1[C:7]2[C:8](=[O:28])[N:9]([C:13]3[CH:14]=[CH:15][C:16]([C:30]4[CH:35]=[CH:34][C:33]([S:36]([NH2:39])(=[O:38])=[O:37])=[CH:32][C:31]=4[Cl:40])=[CH:17][CH:18]=3)[CH2:10][CH2:11][O:12][C:6]=2[N:5]=[CH:4][N:3]=1. Given the reactants [NH2:1][C:2]1[C:7]2[C:8](=[O:28])[N:9]([C:13]3[CH:18]=[CH:17][C:16](B4OC(C)(C)C(C)(C)O4)=[CH:15][CH:14]=3)[CH2:10][CH2:11][O:12][C:6]=2[N:5]=[CH:4][N:3]=1.Br[C:30]1[CH:35]=[CH:34][C:33]([S:36]([NH2:39])(=[O:38])=[O:37])=[CH:32][C:31]=1[Cl:40].P([O-])([O-])([O-])=O.[K+].[K+].[K+].CO, predict the reaction product.